Dataset: Full USPTO retrosynthesis dataset with 1.9M reactions from patents (1976-2016). Task: Predict the reactants needed to synthesize the given product. (1) Given the product [CH3:9][N:10]1[CH:14]=[C:13]([NH:15][C:5](=[O:7])[CH3:6])[C:12]([CH3:16])=[N:11]1, predict the reactants needed to synthesize it. The reactants are: C(O[C:5](=[O:7])[CH3:6])(=O)C.Cl.[CH3:9][N:10]1[CH:14]=[C:13]([NH2:15])[C:12]([CH3:16])=[N:11]1.C([O-])(=O)C.[K+]. (2) Given the product [C:20]([O:19][C:17]([N:14]1[CH2:13][CH2:12][CH:11]([C:9]2[S:10][C:6]([C:4]([OH:5])=[O:3])=[CH:7][CH:8]=2)[CH2:16][CH2:15]1)=[O:18])([CH3:23])([CH3:21])[CH3:22], predict the reactants needed to synthesize it. The reactants are: C([O:3][C:4]([C:6]1[S:10][C:9]([CH:11]2[CH2:16][CH2:15][N:14]([C:17]([O:19][C:20]([CH3:23])([CH3:22])[CH3:21])=[O:18])[CH2:13][CH2:12]2)=[CH:8][CH:7]=1)=[O:5])C.[OH-].[Na+].CO.Cl. (3) Given the product [C:19]([N:18]([CH3:17])[C:14]([C:10]1[CH:9]=[C:8]([C:4]2[CH:5]=[CH:6][CH:7]=[C:2]([Cl:1])[CH:3]=2)[CH:13]=[CH:12][N:11]=1)=[O:16])([CH3:22])([CH3:21])[CH3:20], predict the reactants needed to synthesize it. The reactants are: [Cl:1][C:2]1[CH:3]=[C:4]([C:8]2[CH:13]=[CH:12][N:11]=[C:10]([C:14]([OH:16])=O)[CH:9]=2)[CH:5]=[CH:6][CH:7]=1.[CH3:17][NH:18][C:19]([CH3:22])([CH3:21])[CH3:20].